Dataset: Retrosynthesis with 50K atom-mapped reactions and 10 reaction types from USPTO. Task: Predict the reactants needed to synthesize the given product. (1) Given the product Cc1nc2ccc(C(=O)O)cc2n(Cc2ccc(Cl)cc2Cl)c1=O, predict the reactants needed to synthesize it. The reactants are: CCOC(=O)c1ccc2nc(C)c(=O)n(Cc3ccc(Cl)cc3Cl)c2c1. (2) Given the product O=Cc1cc(Oc2cccc(NC(=O)OCc3ccccc3)c2)ccc1[N+](=O)[O-], predict the reactants needed to synthesize it. The reactants are: COC(OC)c1cc(Oc2cccc(NC(=O)OCc3ccccc3)c2)ccc1[N+](=O)[O-]. (3) Given the product CCCCCCCCCCCCc1csc([Sn](C)(C)C)c1, predict the reactants needed to synthesize it. The reactants are: CCCCCCCCCCCCc1ccsc1.C[Sn](C)(C)Cl. (4) Given the product COc1c(NC(=O)C(F)(F)F)ccc(F)c1F, predict the reactants needed to synthesize it. The reactants are: COc1c(N)ccc(F)c1F.O=C(OC(=O)C(F)(F)F)C(F)(F)F. (5) Given the product NCCc1csc(N)n1, predict the reactants needed to synthesize it. The reactants are: Nc1nc(CCN2C(=O)c3ccccc3C2=O)cs1. (6) Given the product CCCCNC(=O)CCC(=NNC(N)=S)c1ccccc1, predict the reactants needed to synthesize it. The reactants are: CCCCNC(=O)CCC(=O)c1ccccc1.NNC(N)=S.